This data is from Forward reaction prediction with 1.9M reactions from USPTO patents (1976-2016). The task is: Predict the product of the given reaction. (1) The product is: [F:8][C:9]1[CH:14]=[CH:13][C:12]([C:15]2[S:16][CH:17]=[C:18]([CH2:20][N:21]3[CH2:22][CH2:23][N:24]([C:37]([C:36]4[CH:40]=[CH:41][CH:42]=[C:34]([C:31]5[N:30]=[C:29]([C:28]([F:43])([F:27])[F:44])[O:33][N:32]=5)[CH:35]=4)=[O:38])[CH2:25][CH2:26]3)[N:19]=2)=[CH:11][CH:10]=1. Given the reactants OC(C(F)(F)F)=O.[F:8][C:9]1[CH:14]=[CH:13][C:12]([C:15]2[S:16][CH:17]=[C:18]([CH2:20][N:21]3[CH2:26][CH2:25][NH:24][CH2:23][CH2:22]3)[N:19]=2)=[CH:11][CH:10]=1.[F:27][C:28]([F:44])([F:43])[C:29]1[O:33][N:32]=[C:31]([C:34]2[CH:35]=[C:36]([CH:40]=[CH:41][CH:42]=2)[C:37](O)=[O:38])[N:30]=1, predict the reaction product. (2) Given the reactants C[N:2](C)[CH:3]=[CH:4][C:5]([C:7]1[C:12](=[O:13])[CH:11]=[CH:10][N:9]([C:14]2[CH:19]=[CH:18][CH:17]=[C:16]([CH3:20])[CH:15]=2)[N:8]=1)=O.[C:22]1([NH:28]N)[CH:27]=[CH:26][CH:25]=[CH:24][CH:23]=1, predict the reaction product. The product is: [CH3:20][C:16]1[CH:15]=[C:14]([N:9]2[CH:10]=[CH:11][C:12](=[O:13])[C:7]([C:5]3[N:28]([C:22]4[CH:27]=[CH:26][CH:25]=[CH:24][CH:23]=4)[N:2]=[CH:3][CH:4]=3)=[N:8]2)[CH:19]=[CH:18][CH:17]=1. (3) The product is: [CH:1]([N:4]1[C:12]2[CH:11]=[CH:10][N:9]=[CH:8][C:7]=2[C:6]([C:13]([OH:15])=[O:14])=[N:5]1)([CH3:3])[CH3:2]. Given the reactants [CH:1]([N:4]1[C:12]2[CH:11]=[CH:10][N:9]=[CH:8][C:7]=2[C:6]([C:13]([O:15]CC)=[O:14])=[N:5]1)([CH3:3])[CH3:2].[OH-].[Na+], predict the reaction product. (4) Given the reactants [F:1][C:2]1[CH:7]=[CH:6][C:5]([F:8])=[CH:4][C:3]=1[CH2:9][CH2:10][CH:11]1[C:20]2[C:15](=[CH:16][C:17]([O:23][CH3:24])=[C:18]([O:21][CH3:22])[CH:19]=2)[CH2:14][CH2:13][N:12]1[CH:25]([C:29]1[CH:34]=[CH:33][CH:32]=[CH:31][CH:30]=1)[C:26](O)=[O:27].[Br-].[NH4+:36], predict the reaction product. The product is: [F:1][C:2]1[CH:7]=[CH:6][C:5]([F:8])=[CH:4][C:3]=1[CH2:9][CH2:10][CH:11]1[C:20]2[C:15](=[CH:16][C:17]([O:23][CH3:24])=[C:18]([O:21][CH3:22])[CH:19]=2)[CH2:14][CH2:13][N:12]1[CH:25]([C:29]1[CH:30]=[CH:31][CH:32]=[CH:33][CH:34]=1)[C:26]([NH2:36])=[O:27]. (5) Given the reactants [N:1]1([C:11]([C:13]2[CH:22]=[CH:21][C:16]([C:17]([O:19][CH3:20])=[O:18])=[C:15]([N+:23]([O-])=O)[CH:14]=2)=[O:12])[C:10]2[C:5](=[CH:6][CH:7]=[CH:8][CH:9]=2)[CH2:4][CH2:3][CH2:2]1, predict the reaction product. The product is: [NH2:23][C:15]1[CH:14]=[C:13]([C:11]([N:1]2[C:10]3[C:5](=[CH:6][CH:7]=[CH:8][CH:9]=3)[CH2:4][CH2:3][CH2:2]2)=[O:12])[CH:22]=[CH:21][C:16]=1[C:17]([O:19][CH3:20])=[O:18]. (6) Given the reactants C([O:3][C:4]([C@@:6]12[CH2:24][C@H:23]1[CH:22]=[CH:21][CH2:20][CH2:19][CH2:18][CH2:17][CH2:16][N:15]([NH:25][C:26]([O:28][C:29]([CH3:32])([CH3:31])[CH3:30])=[O:27])[C:14](=[O:33])[C@H:13]1[C@@H:9]([CH2:10][C@@H:11]([O:34][C:35]3[C:44]4[C:39](=[CH:40][C:41]([O:45][CH3:46])=[CH:42][CH:43]=4)[N:38]=[C:37]([C:47]4[CH:52]=[CH:51][CH:50]=[CH:49][CH:48]=4)[CH:36]=3)[CH2:12]1)[C:8](=[O:53])[NH:7]2)=[O:5])C.[Li+].[OH-], predict the reaction product. The product is: [C:29]([O:28][C:26]([NH:25][N:15]1[C:14](=[O:33])[C@H:13]2[C@@H:9]([CH2:10][C@@H:11]([O:34][C:35]3[C:44]4[C:39](=[CH:40][C:41]([O:45][CH3:46])=[CH:42][CH:43]=4)[N:38]=[C:37]([C:47]4[CH:52]=[CH:51][CH:50]=[CH:49][CH:48]=4)[CH:36]=3)[CH2:12]2)[C:8](=[O:53])[NH:7][C@@:6]2([C:4]([OH:5])=[O:3])[C@@H:23]([CH2:24]2)[CH:22]=[CH:21][CH2:20][CH2:19][CH2:18][CH2:17][CH2:16]1)=[O:27])([CH3:32])([CH3:30])[CH3:31].